From a dataset of Catalyst prediction with 721,799 reactions and 888 catalyst types from USPTO. Predict which catalyst facilitates the given reaction. (1) Reactant: C([Sn](Cl)(Cl)CCCC)CCC.[Cl:12][C:13]1[CH:18]=[CH:17][C:16]([C:19]2[N:23]([CH:24]([CH:34]3[CH2:39][CH2:38][CH2:37][CH2:36][CH2:35]3)[CH2:25]OCC3CCCCC3)[C:22]3[CH:40]=[C:41]([F:45])[C:42]([F:44])=[CH:43][C:21]=3[N:20]=2)=[CH:15][CH:14]=1.[NH2:46][C:47]1[CH:54]=[CH:53][C:50]([C:51]#[N:52])=[CH:49][CH:48]=1.C1([SiH3])C=CC=CC=1. Product: [Cl:12][C:13]1[CH:18]=[CH:17][C:16]([C:19]2[N:23]([CH:24]([CH:34]3[CH2:35][CH2:36][CH2:37][CH2:38][CH2:39]3)[CH2:25][NH:46][C:47]3[CH:54]=[CH:53][C:50]([C:51]#[N:52])=[CH:49][CH:48]=3)[C:22]3[CH:40]=[C:41]([F:45])[C:42]([F:44])=[CH:43][C:21]=3[N:20]=2)=[CH:15][CH:14]=1. The catalyst class is: 7. (2) Reactant: Br[C:2]1[N:6]([CH2:7][C:8]2[CH:13]=[CH:12][C:11]([O:14][CH3:15])=[CH:10][CH:9]=2)[N:5]=[CH:4][N:3]=1.CC([O-])(C)C.[Na+].[NH2:22][C:23]1[CH:30]=[C:29]([Cl:31])[C:26]([C:27]#[N:28])=[C:25]([Cl:32])[CH:24]=1. Product: [Cl:31][C:29]1[CH:30]=[C:23]([NH:22][C:2]2[N:6]([CH2:7][C:8]3[CH:13]=[CH:12][C:11]([O:14][CH3:15])=[CH:10][CH:9]=3)[N:5]=[CH:4][N:3]=2)[CH:24]=[C:25]([Cl:32])[C:26]=1[C:27]#[N:28]. The catalyst class is: 3. (3) Reactant: [NH2:1][C:2]1[C:10]([C:11]([OH:13])=[O:12])=[C:9]2[C:5]([CH:6]=[N:7][NH:8]2)=[CH:4][C:3]=1[CH3:14].[Br:15][C:16]1[CH:17]=[C:18]([C:28](O)=O)[N:19]([C:21]2[C:26]([Cl:27])=[CH:25][CH:24]=[CH:23][N:22]=2)[N:20]=1.N1C=CC=CC=1.CS(Cl)(=O)=O. Product: [Br:15][C:16]1[CH:17]=[C:18]([C:28]2[O:12][C:11](=[O:13])[C:10]3[C:2](=[C:3]([CH3:14])[CH:4]=[C:5]4[CH:6]=[N:7][NH:8][C:9]4=3)[N:1]=2)[N:19]([C:21]2[C:26]([Cl:27])=[CH:25][CH:24]=[CH:23][N:22]=2)[N:20]=1. The catalyst class is: 10. (4) Reactant: [C:1]1([C:21]2[CH:26]=[CH:25][CH:24]=[CH:23][CH:22]=2)[CH:6]=[CH:5][C:4]([C:7]([N:9]2[CH2:13][C:12](=[N:14][O:15][CH3:16])[CH2:11][C@H:10]2[CH2:17][C:18](O)=[O:19])=[O:8])=[CH:3][CH:2]=1.O[N:28]=[C:29]([NH2:31])[CH3:30].CC(C)N=C=NC(C)C. Product: [CH3:16][O:15][N:14]=[C:12]1[CH2:11][C@@H:10]([CH2:17][C:18]2[O:19][N:31]=[C:29]([CH3:30])[N:28]=2)[N:9]([C:7]([C:4]2[CH:3]=[CH:2][C:1]([C:21]3[CH:22]=[CH:23][CH:24]=[CH:25][CH:26]=3)=[CH:6][CH:5]=2)=[O:8])[CH2:13]1. The catalyst class is: 4. (5) Reactant: Cl.[Cl:2][C:3]1[CH:20]=[CH:19][C:6]([CH:7](Cl)[N:8]2[C:12]3[CH:13]=[CH:14][CH:15]=[CH:16][C:11]=3[N:10]=[C:9]2Cl)=[CH:5][CH:4]=1.[C:21]([C:23]1[N:28]=[C:27]([O:29][C:30]2[CH:36]=[CH:35][C:33]([NH2:34])=[CH:32][CH:31]=2)[CH:26]=[CH:25][CH:24]=1)#[N:22].CC(O)C. Product: [Cl:2][C:3]1[CH:20]=[CH:19][C:6]([CH2:7][N:8]2[C:12]3[CH:13]=[CH:14][CH:15]=[CH:16][C:11]=3[N:10]=[C:9]2[NH:34][C:33]2[CH:32]=[CH:31][C:30]([O:29][C:27]3[CH:26]=[CH:25][CH:24]=[C:23]([C:21]#[N:22])[N:28]=3)=[CH:36][CH:35]=2)=[CH:5][CH:4]=1. The catalyst class is: 6. (6) Reactant: C(OC([N:8]1[CH2:13][CH2:12][C:11](=O)[CH2:10][CH2:9]1)=O)(C)(C)C.[NH:15]1[CH2:19][CH2:18][CH2:17][CH:16]1[CH2:20][OH:21].C(O)(=O)C.C(O[BH-](OC(=O)C)OC(=O)C)(=O)C.[Na+].C(Cl)[Cl:41]. Product: [ClH:41].[ClH:41].[NH:8]1[CH2:9][CH2:10][CH:11]([N:15]2[CH2:19][CH2:18][CH2:17][C@H:16]2[CH2:20][OH:21])[CH2:12][CH2:13]1. The catalyst class is: 89. (7) Reactant: [F:1][C:2]1([C:13]2[CH:18]=[CH:17][C:16]([C:19]3[CH2:23][C:22]([C:28]4[CH:33]=[C:32]([Cl:34])[C:31]([Cl:35])=[C:30]([Cl:36])[CH:29]=4)([C:24]([F:27])([F:26])[F:25])[O:21][N:20]=3)=[CH:15][CH:14]=2)[CH2:5][N:4](C(OC(C)(C)C)=O)[CH2:3]1.FC(F)(F)C(O)=O. Product: [F:1][C:2]1([C:13]2[CH:18]=[CH:17][C:16]([C:19]3[CH2:23][C:22]([C:28]4[CH:33]=[C:32]([Cl:34])[C:31]([Cl:35])=[C:30]([Cl:36])[CH:29]=4)([C:24]([F:26])([F:27])[F:25])[O:21][N:20]=3)=[CH:15][CH:14]=2)[CH2:3][NH:4][CH2:5]1. The catalyst class is: 2.